From a dataset of Catalyst prediction with 721,799 reactions and 888 catalyst types from USPTO. Predict which catalyst facilitates the given reaction. (1) Reactant: Cl.O1CCOCC1.C(O[C:13]([NH:15][CH:16]([C:42]1[CH:47]=[CH:46][C:45]([C:48]#[N:49])=[CH:44][C:43]=1[S:50]([CH3:53])(=[O:52])=[O:51])[C:17]1[C:22](=[O:23])[N:21](C(OC(C)(C)C)=O)[CH2:20][CH2:19][C:18]=1[NH:31][C:32]1[CH:37]=[CH:36][CH:35]=[C:34]([C:38]([F:41])([F:40])[F:39])[CH:33]=1)=[O:14])(C)(C)C.C(N(CC)CC)C.C(N1C=CN=C1)(N1C=CN=C1)=O. Product: [O:14]=[C:13]1[N:31]([C:32]2[CH:37]=[CH:36][CH:35]=[C:34]([C:38]([F:41])([F:40])[F:39])[CH:33]=2)[C:18]2[CH2:19][CH2:20][NH:21][C:22](=[O:23])[C:17]=2[CH:16]([C:42]2[CH:47]=[CH:46][C:45]([C:48]#[N:49])=[CH:44][C:43]=2[S:50]([CH3:53])(=[O:52])=[O:51])[NH:15]1. The catalyst class is: 10. (2) The catalyst class is: 60. Reactant: C(=O)([O-])[O-].[K+].[K+].[C:7]([C:11]1[CH:19]=[CH:18][C:14]([C:15]([OH:17])=[O:16])=[C:13](F)[C:12]=1[Br:21])([CH3:10])([CH3:9])[CH3:8].[CH2:22]([O:29][C:30]1[CH:35]=[CH:34][C:33]([OH:36])=[CH:32][CH:31]=1)[C:23]1[CH:28]=[CH:27][CH:26]=[CH:25][CH:24]=1.C(OCC)(=O)C. Product: [C:7]([C:11]1[CH:19]=[CH:18][C:14]([C:15]([OH:17])=[O:16])=[C:13]([O:36][C:33]2[CH:32]=[CH:31][C:30]([O:29][CH2:22][C:23]3[CH:24]=[CH:25][CH:26]=[CH:27][CH:28]=3)=[CH:35][CH:34]=2)[C:12]=1[Br:21])([CH3:10])([CH3:9])[CH3:8]. (3) Reactant: CS(O[CH2:6][CH2:7][O:8][C:9]1[CH:14]=[CH:13][C:12]([CH:15]2[CH2:20][CH2:19][N:18]([C:21]3[CH:22]=[CH:23][C:24]4[N:25]([C:27]([C:30]([F:33])([F:32])[F:31])=[N:28][N:29]=4)[N:26]=3)[CH2:17][CH2:16]2)=[CH:11][CH:10]=1)(=O)=O.Cl.[CH3:35][N:36]1[C:42](=[O:43])[CH2:41][CH2:40][NH:39][CH2:38][CH2:37]1.CCN(C(C)C)C(C)C.[I-].[Na+]. Product: [CH3:35][N:36]1[C:42](=[O:43])[CH2:41][CH2:40][N:39]([CH2:6][CH2:7][O:8][C:9]2[CH:14]=[CH:13][C:12]([CH:15]3[CH2:16][CH2:17][N:18]([C:21]4[CH:22]=[CH:23][C:24]5[N:25]([C:27]([C:30]([F:32])([F:31])[F:33])=[N:28][N:29]=5)[N:26]=4)[CH2:19][CH2:20]3)=[CH:11][CH:10]=2)[CH2:38][CH2:37]1. The catalyst class is: 44. (4) Reactant: [Cl:1][C:2]1[CH:7]=[C:6]([Cl:8])[CH:5]=[CH:4][C:3]=1[C:9]1[N:14]2[N:15]=[C:16]([CH2:18][CH3:19])[CH:17]=[C:13]2[N:12]=[C:11]([CH3:20])[N:10]=1.[N+:21]([O-])([OH:23])=[O:22].CCOC(C)=O. Product: [Cl:1][C:2]1[CH:7]=[C:6]([Cl:8])[CH:5]=[CH:4][C:3]=1[C:9]1[N:14]2[N:15]=[C:16]([CH2:18][CH3:19])[C:17]([N+:21]([O-:23])=[O:22])=[C:13]2[N:12]=[C:11]([CH3:20])[N:10]=1. The catalyst class is: 152. (5) Reactant: [F:1][C:2]([F:38])([C:31]1[CH:36]=[CH:35][C:34]([CH3:37])=[CH:33][N:32]=1)[CH2:3][N:4]1[CH2:9][CH2:8][CH:7]([N:10]([CH3:30])[C:11]2[C:12]3[CH:19]=[CH:18][N:17](S(C4C=CC(C)=CC=4)(=O)=O)[C:13]=3[N:14]=[CH:15][N:16]=2)[CH2:6][CH2:5]1.[OH-].[Na+]. Product: [F:38][C:2]([F:1])([C:31]1[CH:36]=[CH:35][C:34]([CH3:37])=[CH:33][N:32]=1)[CH2:3][N:4]1[CH2:9][CH2:8][CH:7]([N:10]([CH3:30])[C:11]2[C:12]3[CH:19]=[CH:18][NH:17][C:13]=3[N:14]=[CH:15][N:16]=2)[CH2:6][CH2:5]1. The catalyst class is: 1. (6) Reactant: [CH3:1][P:2]1(=[O:14])[CH2:7][CH2:6][C:5](C(O)=O)([C:8]([OH:10])=[O:9])[CH2:4][CH2:3]1.C(=O)=O. Product: [CH3:1][P:2]1(=[O:14])[CH2:7][CH2:6][CH:5]([C:8]([OH:10])=[O:9])[CH2:4][CH2:3]1. The catalyst class is: 6. (7) Reactant: C(N(CC)CC)C.[CH:8]([C:10]1[C:18]2[C:13](=[CH:14][CH:15]=[CH:16][CH:17]=2)[N:12](C(OC(C)(C)C)=O)[CH:11]=1)=[O:9].[CH3:26][O:27][C:28]1[CH:29]=[C:30]([CH:42]=[CH:43][CH:44]=1)[N:31]=[CH:32][C:33]1[CH:41]=[C:36]2[CH:37]=[CH:38][CH:39]=[CH:40][N:35]2[N:34]=1. Product: [NH:12]1[C:13]2[C:18](=[CH:17][CH:16]=[CH:15][CH:14]=2)[C:10]([C:8](=[O:9])[CH:32]([NH:31][C:30]2[CH:42]=[CH:43][CH:44]=[C:28]([O:27][CH3:26])[CH:29]=2)[C:33]2[CH:41]=[C:36]3[CH:37]=[CH:38][CH:39]=[CH:40][N:35]3[N:34]=2)=[CH:11]1. The catalyst class is: 433.